From a dataset of hERG Central: cardiac toxicity at 1µM, 10µM, and general inhibition. Predict hERG channel inhibition at various concentrations. (1) The molecule is CCN(CC)c1ccc(Nc2nc(N3CCOCC3)c3ccccc3n2)cc1. Results: hERG_inhib (hERG inhibition (general)): blocker. (2) The compound is COc1ccc(N2CC(C(=O)N3CCC4(CC3)CC(=O)c3ccccc3O4)CC2=O)cc1. Results: hERG_inhib (hERG inhibition (general)): blocker. (3) The compound is COc1cccc(NC(=O)CN(C)C(=O)c2cc(S(=O)(=O)NCc3ccccc3)ccc2C)c1. Results: hERG_inhib (hERG inhibition (general)): blocker.